Dataset: Reaction yield outcomes from USPTO patents with 853,638 reactions. Task: Predict the reaction yield, written as a fraction of the theoretical maximum amount of product (1.0 means a 100% yield; for example, 0.34 means a 34% yield). (1) The reactants are [C:1]([O:5][C:6]([N:8]1[C@H:12]([C:13]([OH:15])=O)[CH2:11][Si:10]([CH3:17])([CH3:16])[CH2:9]1)=[O:7])([CH3:4])([CH3:3])[CH3:2].C(Cl)CCl.N1C2C(=NC=CC=2)N(O)N=1.[C@H:32]1([NH2:42])[C:41]2[C:36](=[CH:37][CH:38]=[CH:39][CH:40]=2)[CH2:35][CH2:34][CH2:33]1.CCN(C(C)C)C(C)C. The catalyst is CN(C=O)C.C(OCC)(=O)C.[Cl-].[Na+].O. The product is [CH3:16][Si:10]1([CH3:17])[CH2:11][C@@H:12]([C:13](=[O:15])[NH:42][C@H:32]2[C:41]3[C:36](=[CH:37][CH:38]=[CH:39][CH:40]=3)[CH2:35][CH2:34][CH2:33]2)[N:8]([C:6]([O:5][C:1]([CH3:2])([CH3:3])[CH3:4])=[O:7])[CH2:9]1. The yield is 0.830. (2) The reactants are [H-].[H-].[H-].[H-].[Li+].[Al+3].[CH3:7][C:8](=[CH:11][CH:12]([CH3:18])[CH2:13][CH:14]=[C:15]([CH3:17])[CH3:16])[CH:9]=[O:10].O.[OH-].[Na+]. The catalyst is C1COCC1. The product is [CH3:7][C:8](=[CH:11][CH:12]([CH3:18])[CH2:13][CH:14]=[C:15]([CH3:17])[CH3:16])[CH2:9][OH:10]. The yield is 0.980. (3) The reactants are Br.COC(=O)[NH:5][CH2:6][C@H:7]([CH2:12][C:13](=[O:23])N[C@H](C1C=CC=CC=1)C)[CH2:8][CH:9]([CH3:11])[CH3:10].[OH-:25].[Na+]. The catalyst is O. The product is [CH3:11][CH:9]([CH2:8][C@H:7]([CH2:6][NH2:5])[CH2:12][C:13]([OH:23])=[O:25])[CH3:10]. The yield is 0.900. (4) The reactants are Br[C:2]1[C:3]([N:24]([CH3:29])[S:25]([CH3:28])(=[O:27])=[O:26])=[CH:4][C:5]2[O:9][C:8]([C:10]3[CH:15]=[CH:14][C:13]([CH:16]([F:18])[F:17])=[CH:12][CH:11]=3)=[C:7]([C:19]([NH:21][CH3:22])=[O:20])[C:6]=2[CH:23]=1.CC([O-])=O.[K+].[B:35]1([B:35]2[O:39][C:38]([CH3:41])([CH3:40])[C:37]([CH3:43])([CH3:42])[O:36]2)[O:39][C:38]([CH3:41])([CH3:40])[C:37]([CH3:43])([CH3:42])[O:36]1. The product is [F:17][CH:16]([F:18])[C:13]1[CH:14]=[CH:15][C:10]([C:8]2[O:9][C:5]3[CH:4]=[C:3]([N:24]([CH3:29])[S:25]([CH3:28])(=[O:27])=[O:26])[C:2]([B:35]4[O:39][C:38]([CH3:41])([CH3:40])[C:37]([CH3:43])([CH3:42])[O:36]4)=[CH:23][C:6]=3[C:7]=2[C:19]([NH:21][CH3:22])=[O:20])=[CH:11][CH:12]=1. The catalyst is O1CCOCC1.O.C1C=CC(P(C2C=CC=CC=2)[C-]2C=CC=C2)=CC=1.C1C=CC(P(C2C=CC=CC=2)[C-]2C=CC=C2)=CC=1.Cl[Pd]Cl.[Fe+2]. The yield is 0.550. (5) The reactants are [F:1][C:2]([F:12])([F:11])[C:3](=[O:10])[CH2:4][C:5]([O:7][CH2:8][CH3:9])=[O:6].[Na].FC(F)(F)C(=O)CC(OCC)=O.[H-].[Na+].[S:28](O[S:28]([C:31]([F:34])([F:33])[F:32])(=[O:30])=[O:29])([C:31]([F:34])([F:33])[F:32])(=[O:30])=[O:29]. The catalyst is C(OCC)C. The product is [F:1][C:2]([F:11])([F:12])/[C:3](/[O:10][S:28]([C:31]([F:34])([F:33])[F:32])(=[O:30])=[O:29])=[CH:4]/[C:5]([O:7][CH2:8][CH3:9])=[O:6]. The yield is 0.860. (6) The reactants are [CH3:1][O:2][C:3]([C:5]1[C:9]([NH2:10])=[CH:8][S:7][CH:6]=1)=[O:4].C(N(C(C)C)C(C)C)C.[Br:20][C:21]1[CH:22]=[CH:23][C:24]([O:27][CH2:28][C:29](O)=[O:30])=[N:25][CH:26]=1.CN(C(ON1N=NC2C=CC=NC1=2)=[N+](C)C)C.F[P-](F)(F)(F)(F)F. The catalyst is CN(C)C=O.O. The product is [CH3:1][O:2][C:3]([C:5]1[C:9]([NH:10][C:29](=[O:30])[CH2:28][O:27][C:24]2[CH:23]=[CH:22][C:21]([Br:20])=[CH:26][N:25]=2)=[CH:8][S:7][CH:6]=1)=[O:4]. The yield is 0.730. (7) The reactants are [C:1]12(O)[CH2:9][CH:5]([C:6]1([CH3:8])[CH3:7])[CH2:4][CH2:3][C:2]2([OH:11])[CH3:10].[CH3:13][CH:14]([CH3:19])[CH2:15][B:16](O)[OH:17]. The catalyst is C(OCC)C. The product is [CH3:13][CH:14]([CH3:19])[CH2:15][B:16]1[O:17][C@@H:3]2[CH2:4][C@@H:5]3[CH2:9][C@H:1]([C@:2]2([CH3:10])[O:11]1)[C:6]3([CH3:8])[CH3:7]. The yield is 0.940.